Dataset: Catalyst prediction with 721,799 reactions and 888 catalyst types from USPTO. Task: Predict which catalyst facilitates the given reaction. (1) Reactant: N1(C(N2C=CN=C2)=S)C=CN=[CH:2]1.[CH:13]12[CH2:19][CH:16]([CH2:17][CH2:18]1)[CH2:15][CH:14]2[NH2:20].[Cl:21][C:22]1[CH:27]=[CH:26][CH:25]=[C:24]([Cl:28])[C:23]=1[C:29]1[NH:30][C:31]2[CH:37]=[C:36]([C:38]([NH:40][NH2:41])=[O:39])[CH:35]=[CH:34][C:32]=2[N:33]=1.CCN=C=NCCCN(C)C. Product: [CH:13]12[CH2:19][CH:16]([CH2:17][CH2:18]1)[CH2:15][CH:14]2[NH:20][C:2]1[O:39][C:38]([C:36]2[CH:35]=[CH:34][C:32]3[N:33]=[C:29]([C:23]4[C:24]([Cl:28])=[CH:25][CH:26]=[CH:27][C:22]=4[Cl:21])[NH:30][C:31]=3[CH:37]=2)=[N:40][N:41]=1. The catalyst class is: 18. (2) Reactant: B.[CH2:2]([C@H:4]1[CH2:9][CH2:8][C@H:7]([C:10](O)=[O:11])[CH2:6][CH2:5]1)[CH3:3]. Product: [CH2:2]([C@H:4]1[CH2:9][CH2:8][C@H:7]([CH2:10][OH:11])[CH2:6][CH2:5]1)[CH3:3]. The catalyst class is: 1. (3) Reactant: [F:1][C:2]1[CH:7]=[CH:6][CH:5]=[CH:4][C:3]=1[N:8]1[C:12]([C:13]2[CH:18]=[CH:17][N:16]=[CH:15][CH:14]=2)=[C:11]([C:19]([O:21]CC)=O)[N:10]=[N:9]1.O[N:25]=[C:26]([C:28]1[CH:33]=[CH:32][CH:31]=[CH:30][N:29]=1)[NH2:27]. Product: [F:1][C:2]1[CH:7]=[CH:6][CH:5]=[CH:4][C:3]=1[N:8]1[C:12]([C:13]2[CH:18]=[CH:17][N:16]=[CH:15][CH:14]=2)=[C:11]([C:19]2[O:21][N:27]=[C:26]([C:28]3[CH:33]=[CH:32][CH:31]=[CH:30][N:29]=3)[N:25]=2)[N:10]=[N:9]1. The catalyst class is: 2. (4) Reactant: [F:1][C:2]1[CH:3]=[N:4][C:5]2[C:10]([C:11]=1[CH2:12][CH2:13][CH2:14][C:15]1([C:29]([O:31]CC)=[O:30])[CH2:20][CH2:19][N:18]([CH2:21][CH2:22][S:23][C:24]3[S:25][CH:26]=[CH:27][CH:28]=3)[CH2:17][CH2:16]1)=[CH:9][C:8]([O:34][CH3:35])=[CH:7][CH:6]=2.Cl. Product: [F:1][C:2]1[CH:3]=[N:4][C:5]2[C:10]([C:11]=1[CH2:12][CH2:13][CH2:14][C:15]1([C:29]([OH:31])=[O:30])[CH2:16][CH2:17][N:18]([CH2:21][CH2:22][S:23][C:24]3[S:25][CH:26]=[CH:27][CH:28]=3)[CH2:19][CH2:20]1)=[CH:9][C:8]([O:34][CH3:35])=[CH:7][CH:6]=2. The catalyst class is: 12. (5) Product: [F:1][C:2]1[CH:7]=[CH:6][C:5]([C:8](=[O:11])[CH2:9][C:28]2[CH:29]=[C:30]([CH:35]=[CH:36][CH:37]=2)[C:31]([O:33][CH3:34])=[O:32])=[CH:4][CH:3]=1. Reactant: [F:1][C:2]1[CH:7]=[CH:6][C:5]([CH:8]([O:11][Si](C)(C)C)[C:9]#N)=[CH:4][CH:3]=1.[Li+].C[Si]([N-][Si](C)(C)C)(C)C.BrC[C:28]1[CH:29]=[C:30]([CH:35]=[CH:36][CH:37]=1)[C:31]([O:33][CH3:34])=[O:32].[N+](CCCC)(CCCC)(CCCC)CCCC.[F-].[NH4+].[Cl-]. The catalyst class is: 76. (6) Reactant: [CH3:1][O:2][C:3]1[CH:18]=[CH:17][CH:16]=[CH:15][C:4]=1[O:5][CH:6]([C:11]([O:13]C)=O)[C:7]([O:9]C)=O.C[O-].[Na+].Cl.[N:23]1[CH:28]=[CH:27][CH:26]=[C:25]([C:29](=[NH:31])[NH2:30])[N:24]=1. Product: [CH3:1][O:2][C:3]1[CH:18]=[CH:17][CH:16]=[CH:15][C:4]=1[O:5][C:6]1[C:7]([OH:9])=[N:30][C:29]([C:25]2[N:24]=[N:23][CH:28]=[CH:27][CH:26]=2)=[N:31][C:11]=1[OH:13]. The catalyst class is: 5. (7) Reactant: [N+:1]([C:4]1[CH:9]=[CH:8][C:7]([OH:10])=[CH:6][CH:5]=1)([O-:3])=[O:2].[CH:11]1([CH2:14]O)[CH2:13][CH2:12]1.C1(P(C2C=CC=CC=2)C2C=CC=CC=2)C=CC=CC=1.N(C(OC(C)C)=O)=NC(OC(C)C)=O. Product: [CH:11]1([CH2:14][O:10][C:7]2[CH:8]=[CH:9][C:4]([N+:1]([O-:3])=[O:2])=[CH:5][CH:6]=2)[CH2:13][CH2:12]1. The catalyst class is: 7.